Dataset: Forward reaction prediction with 1.9M reactions from USPTO patents (1976-2016). Task: Predict the product of the given reaction. (1) Given the reactants C(=O)([O-])[O-].[Na+].[Na+].CC1(C)C(C)(C)OB([C:15]2[CH:20]=[CH:19][CH:18]=[CH:17][C:16]=2[NH:21][C:22](=[O:28])[O:23][C:24]([CH3:27])([CH3:26])[CH3:25])O1.Cl[C:31]1[CH:40]=[CH:39][C:34]([C:35]([O:37][CH3:38])=[O:36])=[C:33]([N+:41]([O-:43])=[O:42])[CH:32]=1.C(O)(=O)CC(CC(O)=O)(C(O)=O)O, predict the reaction product. The product is: [C:24]([O:23][C:22]([NH:21][C:16]1[CH:17]=[CH:18][CH:19]=[CH:20][C:15]=1[C:31]1[CH:40]=[CH:39][C:34]([C:35]([O:37][CH3:38])=[O:36])=[C:33]([N+:41]([O-:43])=[O:42])[CH:32]=1)=[O:28])([CH3:25])([CH3:26])[CH3:27]. (2) Given the reactants [Cl:1][C:2]1[CH:10]=[CH:9][C:8]([C:11]2[C:12]([C@@H:28]([NH:38][C:39](=[O:55])[CH2:40][N:41]3[C:45]4[C:46]([F:51])([F:50])[C@@H:47]5[CH2:49][C@@H:48]5[C:44]=4[C:43]([CH:52]([F:54])[F:53])=[N:42]3)[CH2:29][C:30]3[CH:35]=[C:34]([F:36])[CH:33]=[C:32]([F:37])[CH:31]=3)=[N:13][C:14](C#CC(C)(N3CCOC3=O)C)=[CH:15][CH:16]=2)=[C:7]2[C:3]=1[C:4]([NH:57][S:58]([CH3:61])(=[O:60])=[O:59])=[N:5][N:6]2[CH3:56].[C:62]([CH:64]1[O:69][CH2:68][CH2:67][N:66](C(OC(C)(C)C)=O)[CH2:65]1)#[CH:63].C(O)(C(F)(F)F)=O, predict the reaction product. The product is: [Cl:1][C:2]1[CH:10]=[CH:9][C:8]([C:11]2[C:12]([C@@H:28]([NH:38][C:39](=[O:55])[CH2:40][N:41]3[C:45]4[C:46]([F:50])([F:51])[C@@H:47]5[CH2:49][C@@H:48]5[C:44]=4[C:43]([CH:52]([F:53])[F:54])=[N:42]3)[CH2:29][C:30]3[CH:31]=[C:32]([F:37])[CH:33]=[C:34]([F:36])[CH:35]=3)=[N:13][C:14]([C:63]#[C:62][CH:64]3[O:69][CH2:68][CH2:67][NH:66][CH2:65]3)=[CH:15][CH:16]=2)=[C:7]2[C:3]=1[C:4]([NH:57][S:58]([CH3:61])(=[O:59])=[O:60])=[N:5][N:6]2[CH3:56]. (3) The product is: [F:8][C:9]1[CH:10]=[C:11]2[C:16](=[CH:17][CH:18]=1)[N:15]=[C:14]([CH2:19][O:20][C:21]1[CH:28]=[CH:27][C:24]([C:25]3[NH:26][N:3]=[N:2][N:1]=3)=[C:23]([C:29]3([C:34]4[CH:35]=[CH:36][CH:37]=[CH:38][CH:39]=4)[CH2:32][CH:31]([CH3:33])[CH2:30]3)[CH:22]=1)[CH:13]=[CH:12]2. Given the reactants [N:1]([Sn](C)(C)C)=[N+:2]=[N-:3].[F:8][C:9]1[CH:10]=[C:11]2[C:16](=[CH:17][CH:18]=1)[N:15]=[C:14]([CH2:19][O:20][C:21]1[CH:28]=[CH:27][C:24]([C:25]#[N:26])=[C:23]([C:29]3([C:34]4[CH:39]=[CH:38][CH:37]=[CH:36][CH:35]=4)[CH2:32][CH:31]([CH3:33])[CH2:30]3)[CH:22]=1)[CH:13]=[CH:12]2, predict the reaction product. (4) Given the reactants [S:1]1[C:5]2[CH:6]=[CH:7][CH:8]=[CH:9][C:4]=2[N:3]=[C:2]1[C:10]1[CH:11]=[C:12]2[C:17](=[CH:18][C:19]=1[NH:20][C:21](=[O:23])[CH3:22])[CH2:16][N:15]([CH2:24][CH3:25])[CH2:14][CH2:13]2.[ClH:26], predict the reaction product. The product is: [Cl-:26].[C:21]([NH:20][C:19]1[CH:18]=[C:17]2[C:12]([CH2:13][CH2:14][NH+:15]([CH2:24][CH3:25])[CH2:16]2)=[CH:11][C:10]=1[C:2]1[S:1][C:5]2[CH:6]=[CH:7][CH:8]=[CH:9][C:4]=2[N:3]=1)(=[O:23])[CH3:22]. (5) Given the reactants [C:1](Cl)(=[O:3])[CH3:2].Cl.[F:6][C:7]1[CH:8]=[C:9]([CH:13]=[C:14]2[CH2:19][CH2:18][CH2:17][NH:16][CH2:15]2)[CH:10]=[CH:11][CH:12]=1.C(N(C(C)C)CC)(C)C, predict the reaction product. The product is: [F:6][C:7]1[CH:8]=[C:9]([CH:13]=[C:14]2[CH2:19][CH2:18][CH2:17][N:16]([C:1](=[O:3])[CH3:2])[CH2:15]2)[CH:10]=[CH:11][CH:12]=1. (6) Given the reactants [F:1][C:2]1[CH:7]=[CH:6][CH:5]=[CH:4][C:3]=1[C:8]1[CH:16]=[CH:15][CH:14]=[C:13]2[C:9]=1[CH2:10][C:11](=[O:17])[NH:12]2.[CH3:18][C:19]1[C:23]([C:24]([N:26]2[CH2:31][CH2:30][N:29]([CH3:32])[CH2:28][CH2:27]2)=[O:25])=[CH:22][NH:21][C:20]=1[CH:33]=O, predict the reaction product. The product is: [F:1][C:2]1[CH:7]=[CH:6][CH:5]=[CH:4][C:3]=1[C:8]1[CH:16]=[CH:15][CH:14]=[C:13]2[C:9]=1[C:10](=[CH:33][C:20]1[NH:21][CH:22]=[C:23]([C:24]([N:26]3[CH2:27][CH2:28][N:29]([CH3:32])[CH2:30][CH2:31]3)=[O:25])[C:19]=1[CH3:18])[C:11](=[O:17])[NH:12]2.